From a dataset of Reaction yield outcomes from USPTO patents with 853,638 reactions. Predict the reaction yield, written as a fraction of the theoretical maximum amount of product (1.0 means a 100% yield; for example, 0.34 means a 34% yield). (1) The reactants are C(Cl)(=O)C(Cl)=O.[O:7]1[CH2:12][CH2:11][O:10][CH2:9][CH:8]1[C:13]([OH:15])=O.Cl.[CH3:17][NH:18][O:19][CH3:20]. The catalyst is ClCCl.CN(C)C=O. The product is [CH3:20][O:19][N:18]([CH3:17])[C:13]([CH:8]1[CH2:9][O:10][CH2:11][CH2:12][O:7]1)=[O:15]. The yield is 0.750. (2) The reactants are Br[C:2]1[N:7]=[C:6]2[N:8]([CH2:11][C:12]3[CH:13]=[C:14]4[C:19](=[CH:20][CH:21]=3)[N:18]=[CH:17][CH:16]=[CH:15]4)[N:9]=[N:10][C:5]2=[N:4][CH:3]=1.C(Cl)Cl.[CH2:25]([N:27](CC)CC)C. The catalyst is CC(N(C)C)=O.[C-]#N.[Zn+2].[C-]#N. The product is [N:18]1[C:19]2[C:14](=[CH:13][C:12]([CH2:11][N:8]3[C:6]4=[N:7][C:2]([C:25]#[N:27])=[CH:3][N:4]=[C:5]4[N:10]=[N:9]3)=[CH:21][CH:20]=2)[CH:15]=[CH:16][CH:17]=1. The yield is 0.880.